Task: Regression. Given two drug SMILES strings and cell line genomic features, predict the synergy score measuring deviation from expected non-interaction effect.. Dataset: NCI-60 drug combinations with 297,098 pairs across 59 cell lines (1) Drug 1: C1=C(C(=O)NC(=O)N1)F. Drug 2: CC1C(C(=O)NC(C(=O)N2CCCC2C(=O)N(CC(=O)N(C(C(=O)O1)C(C)C)C)C)C(C)C)NC(=O)C3=C4C(=C(C=C3)C)OC5=C(C(=O)C(=C(C5=N4)C(=O)NC6C(OC(=O)C(N(C(=O)CN(C(=O)C7CCCN7C(=O)C(NC6=O)C(C)C)C)C)C(C)C)C)N)C. Cell line: COLO 205. Synergy scores: CSS=57.1, Synergy_ZIP=-3.87, Synergy_Bliss=-9.61, Synergy_Loewe=-9.76, Synergy_HSA=-9.76. (2) Drug 1: C1=NC2=C(N1)C(=S)N=CN2. Drug 2: C(CCl)NC(=O)N(CCCl)N=O. Cell line: OVCAR-8. Synergy scores: CSS=40.1, Synergy_ZIP=-5.56, Synergy_Bliss=-4.05, Synergy_Loewe=-38.7, Synergy_HSA=-2.58. (3) Drug 1: CCC1=CC2CC(C3=C(CN(C2)C1)C4=CC=CC=C4N3)(C5=C(C=C6C(=C5)C78CCN9C7C(C=CC9)(C(C(C8N6C)(C(=O)OC)O)OC(=O)C)CC)OC)C(=O)OC.C(C(C(=O)O)O)(C(=O)O)O. Drug 2: C1CCC(C(C1)N)N.C(=O)(C(=O)[O-])[O-].[Pt+4]. Cell line: SF-268. Synergy scores: CSS=29.9, Synergy_ZIP=-2.10, Synergy_Bliss=0.846, Synergy_Loewe=-0.674, Synergy_HSA=2.81.